Dataset: Peptide-MHC class I binding affinity with 185,985 pairs from IEDB/IMGT. Task: Regression. Given a peptide amino acid sequence and an MHC pseudo amino acid sequence, predict their binding affinity value. This is MHC class I binding data. (1) The peptide sequence is EVCQATSQY. The MHC is HLA-A01:01 with pseudo-sequence HLA-A01:01. The binding affinity (normalized) is 0.213. (2) The peptide sequence is VYSDVETPHL. The MHC is HLA-A26:01 with pseudo-sequence HLA-A26:01. The binding affinity (normalized) is 0. (3) The peptide sequence is PYRVVVLSF. The MHC is HLA-A30:02 with pseudo-sequence HLA-A30:02. The binding affinity (normalized) is 0. (4) The peptide sequence is FVERNLVKPE. The MHC is HLA-A30:01 with pseudo-sequence HLA-A30:01. The binding affinity (normalized) is 0. (5) The peptide sequence is AIQIQMFEA. The MHC is HLA-B07:02 with pseudo-sequence HLA-B07:02. The binding affinity (normalized) is 0.0847.